From a dataset of Experimentally validated miRNA-target interactions with 360,000+ pairs, plus equal number of negative samples. Binary Classification. Given a miRNA mature sequence and a target amino acid sequence, predict their likelihood of interaction. The miRNA is hsa-miR-1303 with sequence UUUAGAGACGGGGUCUUGCUCU. The protein sequence of the target gene is MSWKRNYFSGGRGSVQGMFAPRSSTSIAPSKGLSNEPGQNSCFLNSALQVLWHLDIFRRSFRQLTTHKCMGDSCIFCALKGIFNQFQCSSEKVLPSDTLRSALAKTFQDEQRFQLGIMDDAAECFENLLMRIHFHIADETKEDICTAQHCISHQKFAMTLFEQCVCTSCGATSDPLPFIQMVHYISTTSLCNQAICMLERREKPSPSMFGELLQNASTMGDLRNCPSNCGERIRIRRVLMNAPQIITIGLVWDSDHSDLAEDVIHSLGTCLKLGDLFFRVTDDRAKQSELYLVGMICYYG.... Result: 1 (interaction).